From a dataset of Full USPTO retrosynthesis dataset with 1.9M reactions from patents (1976-2016). Predict the reactants needed to synthesize the given product. (1) Given the product [F:22][C:23]1[CH:28]=[CH:27][CH:26]=[CH:25][C:24]=1[S:29]([N:10]1[CH2:11][CH2:12][CH2:13][C@@H:8]([NH2:17])[CH2:9]1)(=[O:31])=[O:30], predict the reactants needed to synthesize it. The reactants are: C([C@@H:8]1[CH2:13][CH2:12][CH2:11][N:10](N)[CH2:9]1)(OC(C)(C)C)=O.C([N:17](CC)CC)C.[F:22][C:23]1[CH:28]=[CH:27][CH:26]=[CH:25][C:24]=1[S:29](Cl)(=[O:31])=[O:30].C(O)(C(F)(F)F)=O. (2) Given the product [C:34]([O:33][C:31]([NH:30][CH:26]([CH2:25][NH:24][C:22]1[C:4]([NH2:42])=[CH:5][CH:6]=[CH:1][N:7]=1)[C:27]([OH:29])=[O:28])=[O:32])([CH3:35])([CH3:36])[CH3:37], predict the reactants needed to synthesize it. The reactants are: [CH:1]1([NH:7]C2CCCCC2)[CH2:6][CH2:5][CH2:4]CC1.C(O[C:22]([NH:24][CH2:25][CH:26]([NH:30][C:31]([O:33][C:34]([CH3:37])([CH3:36])[CH3:35])=[O:32])[C:27]([OH:29])=[O:28])=O)C1C=CC=CC=1.COC(=O)C[N:42]1C2C=CC=CC=2NC[C@H](NC(OC(C)(C)C)=O)C1=O. (3) Given the product [NH2:1][C:2]1[N:3]=[C:4]([S:11][CH3:12])[C:5]([C:9]#[N:10])=[C:6]([S:8][CH3:13])[N:7]=1, predict the reactants needed to synthesize it. The reactants are: [NH2:1][C:2]1[N:7]=[C:6]([SH:8])[C:5]([C:9]#[N:10])=[C:4]([S:11][CH3:12])[N:3]=1.[CH3:13]I. (4) Given the product [CH3:24][CH:22]([O:21][C:8]1[CH:7]=[C:6]2[C:11]([C:12]([C:13]([O:15][CH3:16])=[O:14])=[C:3]([CH2:2][N:35]3[CH2:40][CH2:39][CH:38]([N:41]4[CH2:46][CH2:45][O:44][CH2:43][CH2:42]4)[CH2:37][CH2:36]3)[C:4]([C:25]3[CH:30]=[CH:29][CH:28]=[C:27]([C:31]([F:33])([F:32])[F:34])[CH:26]=3)=[N:5]2)=[CH:10][C:9]=1[S:17]([CH3:20])(=[O:19])=[O:18])[CH3:23], predict the reactants needed to synthesize it. The reactants are: Br[CH2:2][C:3]1[C:4]([C:25]2[CH:30]=[CH:29][CH:28]=[C:27]([C:31]([F:34])([F:33])[F:32])[CH:26]=2)=[N:5][C:6]2[C:11]([C:12]=1[C:13]([O:15][CH3:16])=[O:14])=[CH:10][C:9]([S:17]([CH3:20])(=[O:19])=[O:18])=[C:8]([O:21][CH:22]([CH3:24])[CH3:23])[CH:7]=2.[NH:35]1[CH2:40][CH2:39][CH:38]([N:41]2[CH2:46][CH2:45][O:44][CH2:43][CH2:42]2)[CH2:37][CH2:36]1. (5) Given the product [CH:12]1([CH2:15][NH:11][CH2:10][CH2:9][C:6]2[CH:7]=[N:8][C:3]([O:2][CH3:1])=[CH:4][CH:5]=2)[CH2:14][CH2:13]1, predict the reactants needed to synthesize it. The reactants are: [CH3:1][O:2][C:3]1[N:8]=[CH:7][C:6]([CH2:9][CH2:10][NH2:11])=[CH:5][CH:4]=1.[CH:12]1([CH:15]=O)[CH2:14][CH2:13]1. (6) Given the product [ClH:1].[CH3:21][N:18]1[C:19]([CH3:20])=[C:15]([CH2:14][N:11]2[CH2:12][CH2:13][N:8]([C:3]3[C:2]([C:29]4[CH:30]=[CH:31][C:26]([CH:24]([O:23][CH3:22])[CH3:25])=[CH:27][CH:28]=4)=[N:7][CH:6]=[CH:5][N:4]=3)[CH2:9][CH2:10]2)[CH:16]=[N:17]1, predict the reactants needed to synthesize it. The reactants are: [Cl:1][C:2]1[C:3]([N:8]2[CH2:13][CH2:12][N:11]([CH2:14][C:15]3[CH:16]=[N:17][N:18]([CH3:21])[C:19]=3[CH3:20])[CH2:10][CH2:9]2)=[N:4][CH:5]=[CH:6][N:7]=1.[CH3:22][O:23][CH:24]([C:26]1[CH:31]=[CH:30][C:29](B2OC(C)(C)C(C)(C)O2)=[CH:28][CH:27]=1)[CH3:25].C(=O)([O-])[O-].[K+].[K+].O.